Dataset: Full USPTO retrosynthesis dataset with 1.9M reactions from patents (1976-2016). Task: Predict the reactants needed to synthesize the given product. (1) Given the product [N:1]1([C:11]2[CH:12]=[CH:13][C:14]([CH2:15][NH:16][C:26]([C:22]3[CH:21]=[C:20]([Cl:19])[N:25]=[CH:24][N:23]=3)=[O:27])=[CH:17][CH:18]=2)[C:10]2[C:5](=[CH:6][CH:7]=[CH:8][CH:9]=2)[CH2:4][CH2:3][CH2:2]1, predict the reactants needed to synthesize it. The reactants are: [N:1]1([C:11]2[CH:18]=[CH:17][C:14]([CH2:15][NH2:16])=[CH:13][CH:12]=2)[C:10]2[C:5](=[CH:6][CH:7]=[CH:8][CH:9]=2)[CH2:4][CH2:3][CH2:2]1.[Cl:19][C:20]1[N:25]=[CH:24][N:23]=[C:22]([C:26](Cl)=[O:27])[CH:21]=1.C(N(CC)CC)C.ClCl. (2) Given the product [F:1][C:2]1[CH:7]=[C:6]([B:13]2[O:17][C:16]([CH3:19])([CH3:18])[C:15]([CH3:21])([CH3:20])[O:14]2)[CH:5]=[C:4]([C:9]([F:12])([F:11])[F:10])[N:3]=1, predict the reactants needed to synthesize it. The reactants are: [F:1][C:2]1[CH:7]=[C:6](I)[CH:5]=[C:4]([C:9]([F:12])([F:11])[F:10])[N:3]=1.[B:13]1([B:13]2[O:17][C:16]([CH3:19])([CH3:18])[C:15]([CH3:21])([CH3:20])[O:14]2)[O:17][C:16]([CH3:19])([CH3:18])[C:15]([CH3:21])([CH3:20])[O:14]1.CC([O-])=O.[K+]. (3) Given the product [C:1]1([C:7]2[N:8]=[C:9]3[C:15]4[CH:16]=[CH:17][CH:18]=[CH:19][C:14]=4[NH:13][C:12]4[N:20]=[CH:21][CH:22]=[CH:23][C:11]=4[N:10]3[C:24]=2[C:25]2[CH:26]=[CH:27][C:28]([C:31]3([NH2:35])[CH2:32][O:33][CH2:34]3)=[CH:29][CH:30]=2)[CH:2]=[CH:3][CH:4]=[CH:5][CH:6]=1, predict the reactants needed to synthesize it. The reactants are: [C:1]1([C:7]2[N:8]=[C:9]3[C:15]4[CH:16]=[CH:17][CH:18]=[CH:19][C:14]=4[NH:13][C:12]4[N:20]=[CH:21][CH:22]=[CH:23][C:11]=4[N:10]3[C:24]=2[C:25]2[CH:30]=[CH:29][C:28]([C:31]3([NH:35]C(=O)OC(C)(C)C)[CH2:34][O:33][CH2:32]3)=[CH:27][CH:26]=2)[CH:6]=[CH:5][CH:4]=[CH:3][CH:2]=1.FC(F)(F)C(O)=O. (4) Given the product [CH3:24][N:23]([CH3:25])[C:20]1[CH:19]=[CH:18][C:17]([C:15]([C:13]2[CH:14]=[C:9]3[CH:8]=[CH:7][NH:6][C:10]3=[N:11][CH:12]=2)=[O:16])=[CH:22][CH:21]=1, predict the reactants needed to synthesize it. The reactants are: C([Si](C)(C)[N:6]1[C:10]2=[N:11][CH:12]=[C:13]([C:15]([C:17]3[CH:22]=[CH:21][C:20]([N:23]([CH3:25])[CH3:24])=[CH:19][CH:18]=3)=[O:16])[CH:14]=[C:9]2[CH:8]=[CH:7]1)(C)(C)C.CCCC[N+](CCCC)(CCCC)CCCC.[F-].